From a dataset of Catalyst prediction with 721,799 reactions and 888 catalyst types from USPTO. Predict which catalyst facilitates the given reaction. (1) Reactant: [H-].[Na+].[F:3][C:4]([F:23])([F:22])[C:5]1[CH:10]=[CH:9][C:8]([C:11]2[CH:12]=[C:13]3[C:18](=[CH:19][CH:20]=2)[NH:17][C:16](=[O:21])[CH2:15][CH2:14]3)=[CH:7][CH:6]=1.Cl[CH2:25][C:26]1[CH:27]=[C:28]([CH:34]=[CH:35][CH:36]=1)[C:29]([O:31][CH2:32][CH3:33])=[O:30]. Product: [O:21]=[C:16]1[CH2:15][CH2:14][C:13]2[C:18](=[CH:19][CH:20]=[C:11]([C:8]3[CH:7]=[CH:6][C:5]([C:4]([F:3])([F:22])[F:23])=[CH:10][CH:9]=3)[CH:12]=2)[N:17]1[CH2:25][C:26]1[CH:27]=[C:28]([CH:34]=[CH:35][CH:36]=1)[C:29]([O:31][CH2:32][CH3:33])=[O:30]. The catalyst class is: 9. (2) Reactant: [N+:1]([C:4]1[CH:9]=[CH:8][CH:7]=[CH:6][C:5]=1[B:10]([OH:12])[OH:11])([O-])=O. Product: [NH2:1][C:4]1[CH:9]=[CH:8][CH:7]=[CH:6][C:5]=1[B:10]([OH:12])[OH:11]. The catalyst class is: 50. (3) Reactant: B.C1COCC1.C1COCC1.[CH3:12][S:13][CH2:14][CH2:15][N:16]([C:27](=O)[C:28]1[CH:33]=[CH:32][CH:31]=[CH:30][C:29]=1[O:34][CH3:35])[C:17]1[CH:22]=[CH:21][C:20]([S:23]([NH2:26])(=[O:25])=[O:24])=[CH:19][CH:18]=1. Product: [CH3:12][S:13][CH2:14][CH2:15][N:16]([CH2:27][C:28]1[CH:33]=[CH:32][CH:31]=[CH:30][C:29]=1[O:34][CH3:35])[C:17]1[CH:18]=[CH:19][C:20]([S:23]([NH2:26])(=[O:24])=[O:25])=[CH:21][CH:22]=1. The catalyst class is: 1. (4) Reactant: Cl[C:2]1[N:7]=[CH:6][CH:5]=[CH:4][N:3]=1.[C:8]([N:15]1[CH2:20][CH2:19][NH:18][CH2:17][CH2:16]1)([O:10][C:11]([CH3:14])([CH3:13])[CH3:12])=[O:9].CCOC(C)=O. Product: [N:3]1[CH:4]=[CH:5][CH:6]=[N:7][C:2]=1[N:18]1[CH2:17][CH2:16][N:15]([C:8]([O:10][C:11]([CH3:14])([CH3:13])[CH3:12])=[O:9])[CH2:20][CH2:19]1. The catalyst class is: 479. (5) Reactant: [NH2:1][C:2]1[CH:3]=[C:4]([OH:9])[CH:5]=[C:6]([Cl:8])[CH:7]=1.[Cl:10][C:11]1[CH:24]=[CH:23][C:14]([CH2:15][CH:16]([C:20](=O)[CH3:21])[C:17](=O)[CH3:18])=[CH:13][CH:12]=1.O.C1(C)C=CC(S(O)(=O)=O)=CC=1.ClC1C=C(O)C=C2C=1C(C)=C(CC1C=CC(Cl)=CC=1)C(C)=N2. Product: [Cl:8][C:6]1[CH:5]=[C:4]([OH:9])[C:3]2[C:17]([CH3:18])=[C:16]([CH2:15][C:14]3[CH:13]=[CH:12][C:11]([Cl:10])=[CH:24][CH:23]=3)[C:20]([CH3:21])=[N:1][C:2]=2[CH:7]=1. The catalyst class is: 5. (6) Reactant: Cl.[CH2:2]([O:9][C:10]1[CH:16]=[CH:15][C:13]([NH2:14])=[CH:12][CH:11]=1)[C:3]1[CH:8]=[CH:7][CH:6]=[CH:5][CH:4]=1.[N:17]([O-])=O.[Na+].[Cl:21][Sn]Cl. Product: [ClH:21].[CH2:2]([O:9][C:10]1[CH:11]=[CH:12][C:13]([NH:14][NH2:17])=[CH:15][CH:16]=1)[C:3]1[CH:4]=[CH:5][CH:6]=[CH:7][CH:8]=1. The catalyst class is: 223. (7) Product: [F:7][C:8]1[CH:9]=[C:10]([C:15]2[CH:16]=[CH:17][C:18]([CH2:21][CH2:22][C:23]([OH:25])=[O:24])=[CH:19][CH:20]=2)[CH:11]=[C:12]([F:14])[CH:13]=1. The catalyst class is: 7. Reactant: [H-].[Al+3].[Li+].[H-].[H-].[H-].[F:7][C:8]1[CH:9]=[C:10]([C:15]2[CH:20]=[CH:19][C:18]([CH2:21][CH2:22][C:23]([O:25]C)=[O:24])=[CH:17][CH:16]=2)[CH:11]=[C:12]([F:14])[CH:13]=1.